From a dataset of Reaction yield outcomes from USPTO patents with 853,638 reactions. Predict the reaction yield, written as a fraction of the theoretical maximum amount of product (1.0 means a 100% yield; for example, 0.34 means a 34% yield). (1) The reactants are [Cl:1][C:2]1[CH:11]=[CH:10][C:9]2[C:4](=[CH:5][C:6]([F:12])=[CH:7][CH:8]=2)[N:3]=1.[Li]CCCC.CON(C)[C:21](=[O:23])[CH3:22]. The catalyst is C1COCC1. The product is [Cl:1][C:2]1[CH:11]=[CH:10][C:9]2[C:4](=[C:5]([C:21](=[O:23])[CH3:22])[C:6]([F:12])=[CH:7][CH:8]=2)[N:3]=1. The yield is 0.152. (2) The reactants are [C:1]([O:5][C:6]([N:8]([CH2:10][C@H:11]1[CH2:16][CH2:15][C@H:14]([CH2:17][CH2:18][C:19](O)=[O:20])[CH2:13][CH2:12]1)[CH3:9])=[O:7])([CH3:4])([CH3:3])[CH3:2].CO. The catalyst is O1CCCC1. The product is [C:1]([O:5][C:6](=[O:7])[N:8]([CH2:10][C@H:11]1[CH2:16][CH2:15][C@H:14]([CH2:17][CH2:18][CH2:19][OH:20])[CH2:13][CH2:12]1)[CH3:9])([CH3:2])([CH3:4])[CH3:3]. The yield is 0.806. (3) The reactants are [N+](C1C=CC(O[C:11](=[O:38])[O:12][CH2:13][C:14]2[N:15](CC3C=CN=CC=3)[C:16]([S:22][C:23]3[CH:28]=[C:27]([Cl:29])[CH:26]=[C:25]([Cl:30])[CH:24]=3)=[C:17]([CH:19]([CH3:21])[CH3:20])[N:18]=2)=CC=1)([O-])=O.[CH2:39]([O:41][P:42]([CH2:47][NH2:48])(=[O:46])[O:43][CH2:44][CH3:45])[CH3:40].C([N:52]([CH:55]([CH3:57])C)[CH2:53][CH3:54])(C)C.[CH3:58][C:59]#N. No catalyst specified. The product is [CH2:39]([O:41][P:42]([CH2:47][NH:48][C:11]([O:12][CH:13]([C:14]1[NH:15][C:16]([S:22][C:23]2[CH:24]=[C:25]([Cl:30])[CH:26]=[C:27]([Cl:29])[CH:28]=2)=[C:17]([CH:19]([CH3:20])[CH3:21])[N:18]=1)[CH2:58][C:59]1[CH:54]=[CH:53][N:52]=[CH:55][CH:57]=1)=[O:38])(=[O:46])[O:43][CH2:44][CH3:45])[CH3:40]. The yield is 0.900. (4) The reactants are C(OCC)(=O)C.[CH:7]([C:10]1([CH2:15][C:16]2[O:17][C:18]([C:21]3[CH:26]=[CH:25][CH:24]=[CH:23][CH:22]=3)=[N:19][N:20]=2)OCC[O:11]1)([CH3:9])[CH3:8].O.C(=O)(O)[O-]. The catalyst is C(O)=O.S(=O)(=O)(O)O. The product is [CH3:8][CH:7]([CH3:9])[C:10](=[O:11])[CH2:15][C:16]1[O:17][C:18]([C:21]2[CH:26]=[CH:25][CH:24]=[CH:23][CH:22]=2)=[N:19][N:20]=1. The yield is 0.870. (5) The reactants are [Br:1][C:2]1[CH:8]=[CH:7][C:5]([NH2:6])=[CH:4][CH:3]=1.[C:9]([O:13][C:14](=[O:19])[NH:15][CH2:16][CH:17]=O)([CH3:12])([CH3:11])[CH3:10].C(O)(=O)C.C([BH3-])#N.[Na+]. The catalyst is CO.CCOC(C)=O. The product is [C:9]([O:13][C:14](=[O:19])[NH:15][CH2:16][CH2:17][NH:6][C:5]1[CH:7]=[CH:8][C:2]([Br:1])=[CH:3][CH:4]=1)([CH3:12])([CH3:11])[CH3:10]. The yield is 0.790. (6) The reactants are Cl[C:2]1[C:3](=[O:18])[N:4]([CH:15]([CH3:17])[CH3:16])[S:5](=[O:14])(=[O:13])[C:6]=1[C:7]1[CH:12]=[CH:11][CH:10]=[CH:9][CH:8]=1.[CH:19]([O:22][C:23]1[CH:29]=[CH:28][C:26]([NH2:27])=[CH:25][CH:24]=1)([CH3:21])[CH3:20]. The catalyst is CC#N. The product is [CH:19]([O:22][C:23]1[CH:29]=[CH:28][C:26]([NH:27][C:2]2[C:3](=[O:18])[N:4]([CH:15]([CH3:17])[CH3:16])[S:5](=[O:14])(=[O:13])[C:6]=2[C:7]2[CH:12]=[CH:11][CH:10]=[CH:9][CH:8]=2)=[CH:25][CH:24]=1)([CH3:21])[CH3:20]. The yield is 0.590. (7) The reactants are [CH:1]([O:4][C:5]([N:7]1[CH2:12][CH2:11][CH:10]([O:13][C:14]2[C:19]([CH3:20])=[C:18](Cl)[N:17]=[CH:16][N:15]=2)[CH2:9][CH2:8]1)=[O:6])([CH3:3])[CH3:2].[F:22][C:23]1[CH:28]=[C:27]([F:29])[CH:26]=[CH:25][C:24]=1[OH:30].C(=O)([O-])[O-].[K+].[K+]. The catalyst is CN(C=O)C. The product is [CH:1]([O:4][C:5]([N:7]1[CH2:12][CH2:11][CH:10]([O:13][C:14]2[C:19]([CH3:20])=[C:18]([O:30][C:24]3[CH:25]=[CH:26][C:27]([F:29])=[CH:28][C:23]=3[F:22])[N:17]=[CH:16][N:15]=2)[CH2:9][CH2:8]1)=[O:6])([CH3:3])[CH3:2]. The yield is 0.690. (8) The reactants are [CH3:1][O:2][C:3]1[CH:12]=[C:11]2[C:6]([CH2:7][CH2:8][CH2:9][C:10]2([CH3:14])[CH3:13])=[CH:5][CH:4]=1.C(O)(=[O:17])C. The catalyst is O.[O-2].[O-2].[O-2].[Cr+6]. The product is [CH3:1][O:2][C:3]1[CH:12]=[C:11]2[C:6](=[CH:5][CH:4]=1)[C:7](=[O:17])[CH2:8][CH2:9][C:10]2([CH3:14])[CH3:13]. The yield is 0.930.